From a dataset of Reaction yield outcomes from USPTO patents with 853,638 reactions. Predict the reaction yield, written as a fraction of the theoretical maximum amount of product (1.0 means a 100% yield; for example, 0.34 means a 34% yield). (1) The reactants are [F:1][C:2]1[CH:27]=[C:26]([F:28])[CH:25]=[CH:24][C:3]=1[CH2:4][O:5][C:6]1[N:7]=[C:8]([CH3:23])[N:9]([CH2:13][C:14]2[CH:22]=[CH:21][C:17]([C:18](O)=[O:19])=[CH:16][CH:15]=2)[C:10](=[O:12])[CH:11]=1.C1C(=O)N([Br:36])C(=O)C1.C(OC(Cl)=O)C(C)C.C[N:46]1[CH2:51]COCC1.CN. The catalyst is ClCCl.O1CCOCC1.C1COCC1. The product is [Br:36][C:11]1[C:10](=[O:12])[N:9]([CH2:13][C:14]2[CH:22]=[CH:21][C:17]([C:18]([NH:46][CH3:51])=[O:19])=[CH:16][CH:15]=2)[C:8]([CH3:23])=[N:7][C:6]=1[O:5][CH2:4][C:3]1[CH:24]=[CH:25][C:26]([F:28])=[CH:27][C:2]=1[F:1]. The yield is 0.640. (2) The catalyst is N1C=CC=CC=1. The yield is 0.880. The product is [C:14]([CH2:13][C:10]1[CH:11]=[CH:12][C:7]([NH:6][S:2]([CH3:1])(=[O:4])=[O:3])=[C:8]([F:17])[C:9]=1[CH3:16])#[N:15]. The reactants are [CH3:1][S:2](Cl)(=[O:4])=[O:3].[NH2:6][C:7]1[CH:12]=[CH:11][C:10]([CH2:13][C:14]#[N:15])=[C:9]([CH3:16])[C:8]=1[F:17].Cl. (3) The reactants are [CH3:1][C:2]([CH3:7])([CH3:6])[C:3]([Cl:5])=[O:4].[Cl:8][C:9]1[CH:34]=[CH:33][C:12]2[N:13]3[C:17]([CH2:18][NH:19][CH2:20][C:11]=2[CH:10]=1)=[N:16][N:15]=[C:14]3[CH:21]1[CH2:26][CH2:25][N:24]([C:27]2[CH:32]=[CH:31][CH:30]=[CH:29][N:28]=2)[CH2:23][CH2:22]1. No catalyst specified. The product is [ClH:5].[ClH:8].[Cl:8][C:9]1[CH:34]=[CH:33][C:12]2[N:13]3[C:17]([CH2:18][N:19]([C:3](=[O:4])[C:2]([CH3:7])([CH3:6])[CH3:1])[CH2:20][C:11]=2[CH:10]=1)=[N:16][N:15]=[C:14]3[CH:21]1[CH2:22][CH2:23][N:24]([C:27]2[CH:32]=[CH:31][CH:30]=[CH:29][N:28]=2)[CH2:25][CH2:26]1. The yield is 0.540. (4) The reactants are [NH2:1][C:2]1[C:11]([Cl:12])=[C:10]([F:13])[C:9]([O:14][CH3:15])=[C:8]2[C:3]=1[C:4](=[O:24])[C:5]([C:19]([O:21]CC)=[O:20])=[CH:6][N:7]2[CH:16]1[CH2:18][CH2:17]1.[OH-].[Na+].Cl. The catalyst is CCO. The product is [NH2:1][C:2]1[C:11]([Cl:12])=[C:10]([F:13])[C:9]([O:14][CH3:15])=[C:8]2[C:3]=1[C:4](=[O:24])[C:5]([C:19]([OH:21])=[O:20])=[CH:6][N:7]2[CH:16]1[CH2:17][CH2:18]1. The yield is 0.940. (5) The reactants are [C:1]1([C:7]2([CH2:12][CH2:13][CH2:14][N:15]3C(=O)C4C(=CC=CC=4)C3=O)[O:11][CH2:10][CH2:9][O:8]2)[CH:6]=[CH:5][CH:4]=[CH:3][CH:2]=1. The catalyst is CN.CO. The product is [C:1]1([C:7]2([CH2:12][CH2:13][CH2:14][NH2:15])[O:11][CH2:10][CH2:9][O:8]2)[CH:2]=[CH:3][CH:4]=[CH:5][CH:6]=1. The yield is 0.470. (6) The reactants are Br[C:2]1[C:3]([NH:9][C:10]([C:12]2[CH:13]=[N:14][N:15]3[CH:20]=[CH:19][CH:18]=[N:17][C:16]=23)=[O:11])=[CH:4][C:5]([CH3:8])=[N:6][CH:7]=1.[Cl:21][C:22]1[CH:27]=[CH:26][C:25]([Cl:28])=[CH:24][C:23]=1B(O)O.C(=O)([O-])[O-].[Na+].[Na+]. The catalyst is Cl[Pd](Cl)([P](C1C=CC=CC=1)(C1C=CC=CC=1)C1C=CC=CC=1)[P](C1C=CC=CC=1)(C1C=CC=CC=1)C1C=CC=CC=1.C(#N)C. The product is [Cl:21][C:22]1[CH:27]=[CH:26][C:25]([Cl:28])=[CH:24][C:23]=1[C:2]1[C:3]([NH:9][C:10]([C:12]2[CH:13]=[N:14][N:15]3[CH:20]=[CH:19][CH:18]=[N:17][C:16]=23)=[O:11])=[CH:4][C:5]([CH3:8])=[N:6][CH:7]=1. The yield is 0.460. (7) The reactants are [Br:1][C:2]1[CH:3]=[C:4]([CH2:19][C:20]([O:22]C)=[O:21])[CH:5]=[CH:6][C:7]=1[NH:8][C:9]([NH:11][C:12]1[CH:17]=[CH:16][CH:15]=[CH:14][C:13]=1[Br:18])=[O:10].[OH-].[Na+]. The catalyst is C1COCC1. The product is [Br:1][C:2]1[CH:3]=[C:4]([CH2:19][C:20]([OH:22])=[O:21])[CH:5]=[CH:6][C:7]=1[NH:8][C:9]([NH:11][C:12]1[CH:17]=[CH:16][CH:15]=[CH:14][C:13]=1[Br:18])=[O:10]. The yield is 0.940.